Predict the product of the given reaction. From a dataset of Forward reaction prediction with 1.9M reactions from USPTO patents (1976-2016). (1) Given the reactants [C:1]([NH:4][C:5]1[CH:6]=[C:7]([C:11]2[CH:16]=[N:15][CH:14]=[C:13](Cl)[N:12]=2)[CH:8]=[CH:9][CH:10]=1)(=[O:3])[CH3:2].[O:18]1[CH2:23][CH2:22][N:21]([S:24]([C:27]2[CH:33]=[CH:32][C:30]([NH2:31])=[CH:29][CH:28]=2)(=[O:26])=[O:25])[CH2:20][CH2:19]1.C1C=CC(P(C2C(C3C(P(C4C=CC=CC=4)C4C=CC=CC=4)=CC=C4C=3C=CC=C4)=C3C(C=CC=C3)=CC=2)C2C=CC=CC=2)=CC=1.CC(C)([O-])C.[Na+], predict the reaction product. The product is: [O:18]1[CH2:19][CH2:20][N:21]([S:24]([C:27]2[CH:28]=[CH:29][C:30]([NH:31][C:13]3[N:12]=[C:11]([C:7]4[CH:6]=[C:5]([NH:4][C:1](=[O:3])[CH3:2])[CH:10]=[CH:9][CH:8]=4)[CH:16]=[N:15][CH:14]=3)=[CH:32][CH:33]=2)(=[O:26])=[O:25])[CH2:22][CH2:23]1. (2) Given the reactants [Br:1][C:2]1[CH:3]=[C:4]([CH:6]=[C:7]([F:9])[CH:8]=1)[NH2:5].[CH3:10][O:11][C:12]1[CH:17]=[CH:16][C:15]([S:18](Cl)(=[O:20])=[O:19])=[CH:14][CH:13]=1, predict the reaction product. The product is: [Br:1][C:2]1[CH:3]=[C:4]([NH:5][S:18]([C:15]2[CH:14]=[CH:13][C:12]([O:11][CH3:10])=[CH:17][CH:16]=2)(=[O:20])=[O:19])[CH:6]=[C:7]([F:9])[CH:8]=1.